Task: Predict the reactants needed to synthesize the given product.. Dataset: Full USPTO retrosynthesis dataset with 1.9M reactions from patents (1976-2016) (1) Given the product [OH:3][CH2:4][C@H:5]1[C@@H:6]([OH:7])[C@H:8]([OH:13])[C@H:9]([OH:12])[CH2:10][O:11]1, predict the reactants needed to synthesize it. The reactants are: CC1(C)[O:7][C@H:6]2[C@H:8]([OH:13])[C@H:9]([OH:12])[CH2:10][O:11][C@H:5]2[CH2:4][O:3]1.Cl. (2) Given the product [Br:8][C:6]1[CH:5]=[CH:4][N:3]([CH2:15][CH2:14][N:12]([CH3:13])[CH3:11])[C:2](=[O:1])[CH:7]=1, predict the reactants needed to synthesize it. The reactants are: [OH:1][C:2]1[CH:7]=[C:6]([Br:8])[CH:5]=[CH:4][N:3]=1.[OH-].[K+].[CH3:11][N:12]([CH2:14][CH2:15]Cl)[CH3:13].Cl. (3) Given the product [CH2:1]([O:3][C:4](=[O:22])[CH2:5][CH:6]([C:13]1[CH:21]=[C:20]2[C:16]([CH:17]=[CH:18][NH:19]2)=[CH:15][CH:14]=1)[C:7]1[CH:8]=[N:9][CH:10]=[CH:11][CH:12]=1)[CH3:2], predict the reactants needed to synthesize it. The reactants are: [CH2:1]([O:3][C:4](=[O:22])[CH:5]=[C:6]([C:13]1[CH:21]=[C:20]2[C:16]([CH:17]=[CH:18][NH:19]2)=[CH:15][CH:14]=1)[C:7]1[CH:8]=[N:9][CH:10]=[CH:11][CH:12]=1)[CH3:2].C(OC(=O)CC(C1C=CC=C2C=1C(C#N)=CN2)C1C=CC=CC=1)C. (4) Given the product [CH:1]([O:4][C:5]1[CH:12]=[CH:11][C:8]([CH:9]=[CH:14][C:15]([OH:17])=[O:16])=[CH:7][CH:6]=1)([CH3:3])[CH3:2], predict the reactants needed to synthesize it. The reactants are: [CH:1]([O:4][C:5]1[CH:12]=[CH:11][C:8]([CH:9]=O)=[CH:7][CH:6]=1)([CH3:3])[CH3:2].C(O)(=O)[CH2:14][C:15]([OH:17])=[O:16].N1C=CC=CC=1. (5) Given the product [CH2:30]([N:3]([CH2:1][CH3:2])[C:4]([CH:6]1[C:18]2[C:17]3[C:12](=[CH:13][CH:14]=[CH:15][CH:16]=3)[N:11]([CH2:19][CH2:20][OH:21])[C:10]=2[CH2:9][CH:8]([CH3:29])[CH2:7]1)=[O:5])[CH3:31], predict the reactants needed to synthesize it. The reactants are: [CH2:1]([N:3]([CH2:30][CH3:31])[C:4]([CH:6]1[C:18]2[C:17]3[C:12](=[CH:13][CH:14]=[CH:15][CH:16]=3)[N:11]([CH2:19][CH2:20][O:21]CC3C=CC=CC=3)[C:10]=2[CH2:9][CH:8]([CH3:29])[CH2:7]1)=[O:5])[CH3:2]. (6) Given the product [CH3:20][O:19][N:18]([CH3:17])[C:9]([C:6]1[CH:5]=[C:4]([N+:1]([O-:3])=[O:2])[NH:8][N:7]=1)=[O:11], predict the reactants needed to synthesize it. The reactants are: [N+:1]([C:4]1[NH:8][N:7]=[C:6]([C:9]([OH:11])=O)[CH:5]=1)([O-:3])=[O:2].S(Cl)(Cl)=O.Cl.[CH3:17][NH:18][O:19][CH3:20].C(N(CC)CC)C. (7) Given the product [CH2:1]([O:5][C:6]1[CH:10]=[C:9]([CH2:11][CH2:12][S:13]([NH:16][C:37](=[O:43])[CH2:38][CH2:39][CH2:40][CH2:41][CH3:42])(=[O:14])=[O:15])[N:8]([CH2:17][C:18]2[CH:23]=[CH:22][C:21]([Cl:24])=[CH:20][C:19]=2[Cl:25])[N:7]=1)[CH2:2][CH2:3][CH3:4], predict the reactants needed to synthesize it. The reactants are: [CH2:1]([O:5][C:6]1[CH:10]=[C:9]([CH2:11][CH2:12][S:13]([NH2:16])(=[O:15])=[O:14])[N:8]([CH2:17][C:18]2[CH:23]=[CH:22][C:21]([Cl:24])=[CH:20][C:19]=2[Cl:25])[N:7]=1)[CH2:2][CH2:3][CH3:4].N1(C2C=CN=CC=2)CCCC1.[C:37](Cl)(=[O:43])[CH2:38][CH2:39][CH2:40][CH2:41][CH3:42].Cl. (8) Given the product [CH3:1][S:2][C:3]1[CH:8]=[CH:7][C:6]([S:15]([Cl:14])(=[O:17])=[O:16])=[C:5]([O:9][C:10]([F:11])([F:12])[F:13])[CH:4]=1.[CH3:1][S:2][C:3]1[CH:4]=[C:5]([O:9][C:10]([F:11])([F:12])[F:13])[CH:6]=[CH:7][C:8]=1[S:15]([Cl:14])(=[O:18])=[O:16], predict the reactants needed to synthesize it. The reactants are: [CH3:1][S:2][C:3]1[CH:8]=[CH:7][CH:6]=[C:5]([O:9][C:10]([F:13])([F:12])[F:11])[CH:4]=1.[Cl:14][S:15]([OH:18])(=[O:17])=[O:16].